Dataset: Forward reaction prediction with 1.9M reactions from USPTO patents (1976-2016). Task: Predict the product of the given reaction. (1) Given the reactants [F:1][C:2]1[CH:3]=[C:4]([CH:7]=[CH:8][CH:9]=1)[CH:5]=O.[NH:10]1[CH2:15][CH:14]=[C:13]([C:16]2[CH:17]=[CH:18][C:19]3[N:20]([C:22]([C:25]([F:28])([F:27])[F:26])=[N:23][N:24]=3)[N:21]=2)[CH2:12][CH2:11]1, predict the reaction product. The product is: [F:1][C:2]1[CH:3]=[C:4]([CH:7]=[CH:8][CH:9]=1)[CH2:5][N:10]1[CH2:11][CH:12]=[C:13]([C:16]2[CH:17]=[CH:18][C:19]3[N:20]([C:22]([C:25]([F:28])([F:27])[F:26])=[N:23][N:24]=3)[N:21]=2)[CH2:14][CH2:15]1. (2) Given the reactants [Cl:1][C:2]1[CH:3]=[C:4]([CH:7]=[CH:8][C:9]=1[CH3:10])[C:5]#[N:6].[H-].[Al+3].[Li+].[H-].[H-].[H-].O.[OH-].[Na+], predict the reaction product. The product is: [Cl:1][C:2]1[CH:3]=[C:4]([CH:7]=[CH:8][C:9]=1[CH3:10])[CH2:5][NH2:6]. (3) Given the reactants [CH2:1]([C:8]1[N:9]=[C:10]([C:31]([O:33]CC)=[O:32])[S:11][C:12]=1[C:13]1[C:22]2[C:17](=[CH:18][CH:19]=[CH:20][CH:21]=2)[C:16]([S:23](=[O:30])(=[O:29])[NH:24][C:25]([CH3:28])([CH3:27])[CH3:26])=[CH:15][CH:14]=1)[C:2]1[CH:7]=[CH:6][CH:5]=[CH:4][CH:3]=1.[OH-].[K+:37], predict the reaction product. The product is: [CH2:1]([C:8]1[N:9]=[C:10]([C:31]([O-:33])=[O:32])[S:11][C:12]=1[C:13]1[C:22]2[C:17](=[CH:18][CH:19]=[CH:20][CH:21]=2)[C:16]([S:23](=[O:30])(=[O:29])[NH:24][C:25]([CH3:28])([CH3:26])[CH3:27])=[CH:15][CH:14]=1)[C:2]1[CH:7]=[CH:6][CH:5]=[CH:4][CH:3]=1.[K+:37]. (4) Given the reactants [CH:1]1([C:5]2[O:9][N:8]=[C:7]([C:10]3[C:15]([Cl:16])=[CH:14][CH:13]=[CH:12][C:11]=3[Cl:17])[C:6]=2[CH2:18][O:19][C:20]2[CH:25]=[CH:24][C:23]([C:26]3[CH:27]=[C:28]4[C:33](=[CH:34][CH:35]=3)[N:32]=[C:31]([C:36]([O:38]C)=[O:37])[CH:30]=[CH:29]4)=[CH:22][CH:21]=2)[CH2:4][CH2:3][CH2:2]1.O1CCCC1.[OH-].[Na+].Cl, predict the reaction product. The product is: [CH:1]1([C:5]2[O:9][N:8]=[C:7]([C:10]3[C:15]([Cl:16])=[CH:14][CH:13]=[CH:12][C:11]=3[Cl:17])[C:6]=2[CH2:18][O:19][C:20]2[CH:21]=[CH:22][C:23]([C:26]3[CH:27]=[C:28]4[C:33](=[CH:34][CH:35]=3)[N:32]=[C:31]([C:36]([OH:38])=[O:37])[CH:30]=[CH:29]4)=[CH:24][CH:25]=2)[CH2:2][CH2:3][CH2:4]1. (5) The product is: [Br:1][C:2]1[N:7]=[C:6]([CH2:8][NH:11][C@H:12]([CH:15]([CH3:17])[CH3:16])[CH2:13][OH:14])[C:5]([F:10])=[CH:4][CH:3]=1. Given the reactants [Br:1][C:2]1[N:7]=[C:6]([CH:8]=O)[C:5]([F:10])=[CH:4][CH:3]=1.[NH2:11][C@H:12]([CH:15]([CH3:17])[CH3:16])[CH2:13][OH:14].[BH4-].[Na+], predict the reaction product.